From a dataset of Peptide-MHC class II binding affinity with 134,281 pairs from IEDB. Regression. Given a peptide amino acid sequence and an MHC pseudo amino acid sequence, predict their binding affinity value. This is MHC class II binding data. (1) The MHC is DRB1_0901 with pseudo-sequence DRB1_0901. The peptide sequence is IGGPVSSHNHIPGYK. The binding affinity (normalized) is 0.330. (2) The peptide sequence is GNQNFLTVFDSTSCN. The MHC is HLA-DPA10201-DPB10101 with pseudo-sequence HLA-DPA10201-DPB10101. The binding affinity (normalized) is 0.405.